Dataset: Forward reaction prediction with 1.9M reactions from USPTO patents (1976-2016). Task: Predict the product of the given reaction. Given the reactants S([C:5]1[CH:11]=[CH:10][C:8]([CH3:9])=[CH:7][CH:6]=1)([O-])(=O)=O.[NH2:12][C@@H:13]([CH:26]([CH3:28])[CH3:27])[C:14]([O:16][CH2:17][C:18]1[CH:23]=[CH:22][C:21]([F:24])=[CH:20][C:19]=1[F:25])=[O:15].[P:29](Cl)(Cl)(=[O:42])[O:30]OC1C=C2C(=CC=1)N=CC=C2.[CH2:45]([N:47](CC)CC)[CH3:46].[Cl:52]CCl, predict the reaction product. The product is: [Cl:52][C:45]1[CH:46]=[CH:9][C:8]2[C:7](=[CH:6][CH:5]=[C:11]([O:42][P:29](=[N:12][C@@H:13]([CH:26]([CH3:28])[CH3:27])[C:14]([O:16][CH2:17][C:18]3[CH:23]=[CH:22][C:21]([F:24])=[CH:20][C:19]=3[F:25])=[O:15])=[O:30])[CH:10]=2)[N:47]=1.